From a dataset of Full USPTO retrosynthesis dataset with 1.9M reactions from patents (1976-2016). Predict the reactants needed to synthesize the given product. Given the product [N+:11]([C:4]1[CH:3]=[C:2]([O:22][C:19]2[CH:20]=[CH:21][C:16]([CH2:15][OH:14])=[CH:17][CH:18]=2)[CH:7]=[CH:6][C:5]=1[N+:8]([O-:10])=[O:9])([O-:13])=[O:12], predict the reactants needed to synthesize it. The reactants are: F[C:2]1[CH:7]=[CH:6][C:5]([N+:8]([O-:10])=[O:9])=[C:4]([N+:11]([O-:13])=[O:12])[CH:3]=1.[OH:14][CH2:15][C:16]1[CH:21]=[CH:20][C:19]([OH:22])=[CH:18][CH:17]=1.C(=O)([O-])[O-].[K+].[K+].C(=O)([O-])[O-].[Cs+].[Cs+].